From a dataset of Full USPTO retrosynthesis dataset with 1.9M reactions from patents (1976-2016). Predict the reactants needed to synthesize the given product. (1) Given the product [C:1]1([NH:7][C:8](=[O:25])[CH2:9][CH:10]([S:18][C:19]2[CH:24]=[CH:23][CH:22]=[CH:21][CH:20]=2)[S:11][C:12]2[CH:13]=[CH:14][CH:15]=[CH:16][CH:17]=2)[CH:6]=[CH:5][CH:4]=[CH:3][CH:2]=1, predict the reactants needed to synthesize it. The reactants are: [C:1]1([NH:7][C:8](=[O:25])[CH:9]=[C:10]([S:18][C:19]2[CH:24]=[CH:23][CH:22]=[CH:21][CH:20]=2)[S:11][C:12]2[CH:17]=[CH:16][CH:15]=[CH:14][CH:13]=2)[CH:6]=[CH:5][CH:4]=[CH:3][CH:2]=1.C1(S)C=CC=CC=1.C(N(CC)CC)C. (2) The reactants are: [F:1][C:2]1[CH:29]=[CH:28][C:5]([C:6]([C:8]2[C:13]([O:14][Si](CCCC)(CCCC)CCCC)=[CH:12][CH:11]=[CH:10][N:9]=2)=[O:7])=[CH:4][CH:3]=1.[F-].C([N+](CCCC)(CCCC)CCCC)CCC. Given the product [F:1][C:2]1[CH:29]=[CH:28][C:5]([C:6]([C:8]2[C:13]([OH:14])=[CH:12][CH:11]=[CH:10][N:9]=2)=[O:7])=[CH:4][CH:3]=1, predict the reactants needed to synthesize it.